This data is from CYP2C19 inhibition data for predicting drug metabolism from PubChem BioAssay. The task is: Regression/Classification. Given a drug SMILES string, predict its absorption, distribution, metabolism, or excretion properties. Task type varies by dataset: regression for continuous measurements (e.g., permeability, clearance, half-life) or binary classification for categorical outcomes (e.g., BBB penetration, CYP inhibition). Dataset: cyp2c19_veith. (1) The drug is Cc1cc(C)c2nc3c(c([C@H](O)[C@@H]4CCCCN4)c2c1)CC/C3=C/c1ccc(Cl)cc1. The result is 0 (non-inhibitor). (2) The compound is CCN1CCN(c2cc(=O)n(-c3cc(Cl)ccc3C)c(=O)[nH]2)CC1. The result is 0 (non-inhibitor).